Predict the product of the given reaction. From a dataset of Forward reaction prediction with 1.9M reactions from USPTO patents (1976-2016). Given the reactants [Cl:1][C:2]1[N:7]2[N:8]=[C:9]([C:11]3[CH:20]=[CH:19][C:18]4[CH2:17][CH2:16][CH2:15][CH2:14][C:13]=4[CH:12]=3)[CH:10]=[C:6]2[N:5]=[C:4]([CH3:21])[C:3]=1[C@H:22]([OH:27])[C:23]([O:25][CH3:26])=[O:24].C(O[C:32]([CH3:35])([CH3:34])[CH3:33])(=O)C.Cl(O)(=O)(=O)=O, predict the reaction product. The product is: [C:32]([O:27][C@@H:22]([C:3]1[C:4]([CH3:21])=[N:5][C:6]2[N:7]([N:8]=[C:9]([C:11]3[CH:20]=[CH:19][C:18]4[CH2:17][CH2:16][CH2:15][CH2:14][C:13]=4[CH:12]=3)[CH:10]=2)[C:2]=1[Cl:1])[C:23]([O:25][CH3:26])=[O:24])([CH3:35])([CH3:34])[CH3:33].